This data is from Forward reaction prediction with 1.9M reactions from USPTO patents (1976-2016). The task is: Predict the product of the given reaction. (1) Given the reactants [CH3:1][C:2]1[NH:3][C:4]2[C:9]([C:10]=1[CH3:11])=[CH:8][C:7]([O:12]C)=[CH:6][CH:5]=2.B(Br)(Br)Br.[OH-].[Na+], predict the reaction product. The product is: [CH3:1][C:2]1[NH:3][C:4]2[C:9]([C:10]=1[CH3:11])=[CH:8][C:7]([OH:12])=[CH:6][CH:5]=2. (2) Given the reactants [C:1]([O:5][C:6]([NH:8][C:9]1([C:15]([OH:17])=O)[CH2:14][CH2:13][O:12][CH2:11][CH2:10]1)=[O:7])([CH3:4])([CH3:3])[CH3:2].[NH2:18][C@@H:19]([CH2:23][C:24]1[CH:29]=[CH:28][C:27]([I:30])=[CH:26][CH:25]=1)[C:20]([NH2:22])=[O:21].C(N(C(C)C)CC)(C)C.C(P1(=O)OP(CCC)(=O)OP(CCC)(=O)O1)CC, predict the reaction product. The product is: [NH2:22][C:20](=[O:21])[C@@H:19]([NH:18][C:15]([C:9]1([NH:8][C:6](=[O:7])[O:5][C:1]([CH3:2])([CH3:3])[CH3:4])[CH2:10][CH2:11][O:12][CH2:13][CH2:14]1)=[O:17])[CH2:23][C:24]1[CH:29]=[CH:28][C:27]([I:30])=[CH:26][CH:25]=1. (3) Given the reactants CO[C:3]1[CH2:4][CH2:5][CH2:6][N:7]=1.[CH2:8]([O:10][C:11](=[O:21])[CH2:12][C:13](=[O:20])[CH2:14][C:15](OCC)=[O:16])[CH3:9], predict the reaction product. The product is: [CH2:8]([O:10][C:11]([C:12]1[C:13]([OH:20])=[CH:14][C:15](=[O:16])[N:7]2[C:3]=1[CH2:4][CH2:5][CH2:6]2)=[O:21])[CH3:9].